From a dataset of Forward reaction prediction with 1.9M reactions from USPTO patents (1976-2016). Predict the product of the given reaction. (1) Given the reactants [P:1]([O:13][CH2:14][C@H:15]1[CH2:19][CH2:18][CH2:17][N:16]1[CH2:20][CH2:21][CH2:22][O:23][C:24]1[CH:33]=[C:32]2[C:27]([C:28]([NH:34][C:35]3[S:36][C:37]([CH2:40][C:41]([NH:43][C:44]4[CH:49]=[CH:48][C:47]([F:50])=[C:46]([F:51])[CH:45]=4)=[O:42])=[CH:38][N:39]=3)=[N:29][CH:30]=[N:31]2)=[CH:26][C:25]=1[O:52][CH3:53])([O:8]C(C)(C)C)([O:3]C(C)(C)C)=[O:2].Cl, predict the reaction product. The product is: [P:1]([OH:3])([OH:8])([O:13][CH2:14][C@H:15]1[CH2:19][CH2:18][CH2:17][N:16]1[CH2:20][CH2:21][CH2:22][O:23][C:24]1[CH:33]=[C:32]2[C:27]([C:28]([NH:34][C:35]3[S:36][C:37]([CH2:40][C:41]([NH:43][C:44]4[CH:49]=[CH:48][C:47]([F:50])=[C:46]([F:51])[CH:45]=4)=[O:42])=[CH:38][N:39]=3)=[N:29][CH:30]=[N:31]2)=[CH:26][C:25]=1[O:52][CH3:53])=[O:2]. (2) Given the reactants Cl.[NH2:2][CH2:3][C:4]([NH:6][CH:7]([C:14]1[CH:19]=[CH:18][C:17]([Cl:20])=[CH:16][CH:15]=1)[C:8]1[CH:13]=[CH:12][CH:11]=[CH:10][CH:9]=1)=[O:5].[Cl:21][C:22]1[CH:30]=[C:29]([Cl:31])[CH:28]=[CH:27][C:23]=1[C:24](O)=[O:25], predict the reaction product. The product is: [Cl:21][C:22]1[CH:30]=[C:29]([Cl:31])[CH:28]=[CH:27][C:23]=1[C:24]([NH:2][CH2:3][C:4](=[O:5])[NH:6][CH:7]([C:14]1[CH:19]=[CH:18][C:17]([Cl:20])=[CH:16][CH:15]=1)[C:8]1[CH:13]=[CH:12][CH:11]=[CH:10][CH:9]=1)=[O:25]. (3) Given the reactants [NH2:1][CH:2]1[CH2:7][CH2:6][N:5]([CH2:8][CH:9]2[N:13]3[C:14](=[O:22])[CH:15]=[N:16][C:17]4[CH:18]=[CH:19][C:20]([F:21])=[C:11]([C:12]=43)[CH2:10]2)[CH2:4][CH2:3]1.[O:23]=[C:24]1[NH:35][C:28]2[N:29]=[C:30]([CH:33]=O)[N:31]=[CH:32][C:27]=2[CH2:26][CH2:25]1.S([O-])([O-])(=O)=O.[Na+].[Na+].C(O[BH-](OC(=O)C)OC(=O)C)(=O)C.[Na+].CO.C(Cl)[Cl:60], predict the reaction product. The product is: [ClH:60].[F:21][C:20]1[CH:19]=[CH:18][C:17]2[N:16]=[CH:15][C:14](=[O:22])[N:13]3[CH:9]([CH2:8][N:5]4[CH2:6][CH2:7][CH:2]([NH:1][CH2:33][C:30]5[NH:29][C:28]6=[N:35][C:24](=[O:23])[CH2:25][CH2:26][C:27]6=[CH:32][N:31]=5)[CH2:3][CH2:4]4)[CH2:10][C:11]=1[C:12]=23. (4) Given the reactants [CH:1]1[C:11]2[CH:10]=[CH:9][C:8]3[CH:12]=[CH:13][CH:14]=[CH:15][C:7]=3[C:6](=[CH:16][C:17](O)=[O:18])[C:5]=2[CH:4]=[CH:3][CH:2]=1.[N:20]1([C:26]([O:28][C:29]([CH3:32])([CH3:31])[CH3:30])=[O:27])[CH2:25][CH2:24][NH:23][CH2:22][CH2:21]1.Cl.C(N=C=NCCCN(C)C)C.C(N(CC)CC)C, predict the reaction product. The product is: [CH:1]1[C:11]2[CH:10]=[CH:9][C:8]3[CH:12]=[CH:13][CH:14]=[CH:15][C:7]=3[C:6](=[CH:16][C:17]([N:23]3[CH2:24][CH2:25][N:20]([C:26]([O:28][C:29]([CH3:32])([CH3:31])[CH3:30])=[O:27])[CH2:21][CH2:22]3)=[O:18])[C:5]=2[CH:4]=[CH:3][CH:2]=1.